From a dataset of Catalyst prediction with 721,799 reactions and 888 catalyst types from USPTO. Predict which catalyst facilitates the given reaction. (1) Reactant: C(OC([N:8]1[CH2:13][CH2:12][N:11]([C:14]2[CH:19]=[CH:18][C:17]([N+:20]([O-:22])=[O:21])=[CH:16][C:15]=2[C:23]#[N:24])[CH2:10][CH2:9]1)=O)(C)(C)C.FC(F)(F)C(O)=O.C(=O)(O)[O-].[Na+]. Product: [N+:20]([C:17]1[CH:18]=[CH:19][C:14]([N:11]2[CH2:10][CH2:9][NH:8][CH2:13][CH2:12]2)=[C:15]([CH:16]=1)[C:23]#[N:24])([O-:22])=[O:21]. The catalyst class is: 2. (2) Reactant: [Cl:1][C:2]1[CH:9]=[CH:8][C:5]([CH2:6][NH2:7])=[CH:4][CH:3]=1.C(N(CC)CC)C.[CH3:17][C@H:18]([C@@H:21]1[C:24](=[O:25])[O:23][C@H:22]1[C:26](Cl)=[O:27])[CH2:19][CH3:20]. Product: [Cl:1][C:2]1[CH:9]=[CH:8][C:5]([CH2:6][NH:7][C:26]([C@H:22]2[C@H:21]([C@@H:18]([CH3:17])[CH2:19][CH3:20])[C:24](=[O:25])[O:23]2)=[O:27])=[CH:4][CH:3]=1. The catalyst class is: 12.